This data is from Forward reaction prediction with 1.9M reactions from USPTO patents (1976-2016). The task is: Predict the product of the given reaction. (1) Given the reactants [C:1]([C:3]1[CH:4]=[C:5]([CH2:20][O:21][C:22]2[CH:23]=[C:24]3[N:31](C(OC(C)(C)C)=O)[CH2:30][CH2:29][N:25]3[C:26](=[O:28])[N:27]=2)[CH:6]=[N:7][C:8]=1[O:9][C:10]1[CH:15]=[CH:14][CH:13]=[C:12]([C:16]([F:19])([F:18])[F:17])[CH:11]=1)#[N:2].C(O)(C(F)(F)F)=O, predict the reaction product. The product is: [O:28]=[C:26]1[N:25]2[CH2:29][CH2:30][NH:31][C:24]2=[CH:23][C:22]([O:21][CH2:20][C:5]2[CH:6]=[N:7][C:8]([O:9][C:10]3[CH:15]=[CH:14][CH:13]=[C:12]([C:16]([F:17])([F:18])[F:19])[CH:11]=3)=[C:3]([CH:4]=2)[C:1]#[N:2])=[N:27]1. (2) Given the reactants [Cl:1][C:2]1[C:7]([O:8][C:9]2[CH:14]=[CH:13][CH:12]=[CH:11][C:10]=2[N+:15]([O-:17])=[O:16])=[CH:6][C:5]([N:18]2[C:23](=[O:24])[CH:22]=[C:21]([C:25]([F:28])([F:27])[F:26])[N:20]([N:29]=C(C)C)[C:19]2=[O:33])=[C:4]([F:34])[CH:3]=1.Cl, predict the reaction product. The product is: [NH2:29][N:20]1[C:21]([C:25]([F:28])([F:26])[F:27])=[CH:22][C:23](=[O:24])[N:18]([C:5]2[CH:6]=[C:7]([O:8][C:9]3[CH:14]=[CH:13][CH:12]=[CH:11][C:10]=3[N+:15]([O-:17])=[O:16])[C:2]([Cl:1])=[CH:3][C:4]=2[F:34])[C:19]1=[O:33]. (3) Given the reactants [Cl:1][C:2]1[CH:24]=[CH:23][C:5]([C:6]([N:8]2[CH2:14][C:13]3[CH:15]=[CH:16][CH:17]=[CH:18][C:12]=3[N:11]([CH2:19][C:20]#[CH:21])[C:10](=[O:22])[CH2:9]2)=[O:7])=[CH:4][CH:3]=1.I[C:26]1[CH:27]=[N:28][CH:29]=[CH:30][C:31]=1[NH:32]C(=O)OC(C)(C)C.C(N(CC)CC)C.C1CCN2C(=NCCC2)CC1.[F:58][C:59]([F:64])([F:63])[C:60]([OH:62])=[O:61], predict the reaction product. The product is: [F:58][C:59]([F:64])([F:63])[C:60]([OH:62])=[O:61].[Cl:1][C:2]1[CH:24]=[CH:23][C:5]([C:6]([N:8]2[CH2:14][C:13]3[CH:15]=[CH:16][CH:17]=[CH:18][C:12]=3[N:11]([CH2:19][C:20]3[NH:32][C:31]4[CH:30]=[CH:29][N:28]=[CH:27][C:26]=4[CH:21]=3)[C:10](=[O:22])[CH2:9]2)=[O:7])=[CH:4][CH:3]=1. (4) Given the reactants [CH3:1][CH:2]([CH3:18])[C:3]([NH:5][C:6]1[CH:11]=[CH:10][C:9]([CH:12]2[CH2:17][CH2:16][NH:15][CH2:14][CH2:13]2)=[CH:8][CH:7]=1)=[O:4].Br[CH2:20][CH2:21][CH2:22][NH:23][C:24](=[O:38])[CH:25]([C:32]1[CH:37]=[CH:36][CH:35]=[CH:34][CH:33]=1)[C:26]1[CH:31]=[CH:30][CH:29]=[CH:28][CH:27]=1.C([O-])([O-])=O.[K+].[K+].N[C@H](C(O)=O)CC1C=C2C(C=CC=C2)=CC=1, predict the reaction product. The product is: [C:26]1([CH:25]([C:32]2[CH:37]=[CH:36][CH:35]=[CH:34][CH:33]=2)[C:24]([NH:23][CH2:22][CH2:21][CH2:20][N:15]2[CH2:16][CH2:17][CH:12]([C:9]3[CH:10]=[CH:11][C:6]([NH:5][C:3](=[O:4])[CH:2]([CH3:18])[CH3:1])=[CH:7][CH:8]=3)[CH2:13][CH2:14]2)=[O:38])[CH:27]=[CH:28][CH:29]=[CH:30][CH:31]=1. (5) The product is: [N+:21]([C:18]1[CH:19]=[CH:20][C:15]([O:1][C@@H:2]2[CH2:6][CH2:5][N:4]([C:7]([O:9][C:10]([CH3:13])([CH3:12])[CH3:11])=[O:8])[CH2:3]2)=[CH:16][CH:17]=1)([O-:23])=[O:22]. Given the reactants [OH:1][C@@H:2]1[CH2:6][CH2:5][N:4]([C:7]([O:9][C:10]([CH3:13])([CH3:12])[CH3:11])=[O:8])[CH2:3]1.F[C:15]1[CH:20]=[CH:19][C:18]([N+:21]([O-:23])=[O:22])=[CH:17][CH:16]=1.[OH-].[K+], predict the reaction product. (6) Given the reactants Cl.[S:2]1[C:6]([NH2:7])=[CH:5][C:4]2[CH:8]=[CH:9][CH:10]=[CH:11][C:3]1=2.[Br:12][C:13]1[CH:18]=[CH:17][C:16]([S:19](Cl)(=[O:21])=[O:20])=[CH:15][CH:14]=1, predict the reaction product. The product is: [S:2]1[C:6]([NH:7][S:19]([C:16]2[CH:17]=[CH:18][C:13]([Br:12])=[CH:14][CH:15]=2)(=[O:21])=[O:20])=[CH:5][C:4]2[CH:8]=[CH:9][CH:10]=[CH:11][C:3]1=2. (7) Given the reactants [Na].[C:2]([O:8][CH2:9][CH3:10])(=[O:7])[CH2:3][C:4]([CH3:6])=[O:5].O/[N:12]=[C:13](\Cl)/[C:14]1[CH:19]=[CH:18][CH:17]=[C:16]([Cl:20])[CH:15]=1, predict the reaction product. The product is: [CH2:9]([O:8][C:2]([C:3]1[C:13]([C:14]2[CH:19]=[CH:18][CH:17]=[C:16]([Cl:20])[CH:15]=2)=[N:12][O:5][C:4]=1[CH3:6])=[O:7])[CH3:10].